This data is from Forward reaction prediction with 1.9M reactions from USPTO patents (1976-2016). The task is: Predict the product of the given reaction. (1) The product is: [O:1]1[CH2:2][CH2:3][N:4]([C:7]2[C:8]3[N:9]([C:13]([C:28]4[CH:29]=[CH:30][C:31]([NH:32][C:40]([NH:39][S:36]([CH3:35])(=[O:38])=[O:37])=[O:41])=[CH:33][CH:34]=4)=[C:14](/[CH:16]=[CH:17]/[C:18]4[CH:27]=[CH:26][C:25]5[C:20](=[CH:21][CH:22]=[CH:23][CH:24]=5)[N:19]=4)[N:15]=3)[N:10]=[CH:11][CH:12]=2)[CH2:5][CH2:6]1. Given the reactants [O:1]1[CH2:6][CH2:5][N:4]([C:7]2[C:8]3[N:9]([C:13]([C:28]4[CH:34]=[CH:33][C:31]([NH2:32])=[CH:30][CH:29]=4)=[C:14](/[CH:16]=[CH:17]/[C:18]4[CH:27]=[CH:26][C:25]5[C:20](=[CH:21][CH:22]=[CH:23][CH:24]=5)[N:19]=4)[N:15]=3)[N:10]=[CH:11][CH:12]=2)[CH2:3][CH2:2]1.[CH3:35][S:36]([NH:39][C:40](=O)[O:41]CC)(=[O:38])=[O:37].CCN(C(C)C)C(C)C, predict the reaction product. (2) Given the reactants [F:1][CH:2]([F:19])[O:3][CH2:4][C@@H:5]([O:7][C:8]1[CH:9]=[C:10]([CH:15]=[C:16]([OH:18])[CH:17]=1)[C:11]([O:13][CH3:14])=[O:12])[CH3:6].[N:20]1([C:24]([C:26]2[CH:31]=[N:30][C:29](Cl)=[CH:28][N:27]=2)=[O:25])[CH2:23][CH2:22][CH2:21]1.C(=O)([O-])[O-].[K+].[K+].C(OCC)(=O)C, predict the reaction product. The product is: [N:20]1([C:24]([C:26]2[N:27]=[CH:28][C:29]([O:18][C:16]3[CH:15]=[C:10]([CH:9]=[C:8]([O:7][C@@H:5]([CH3:6])[CH2:4][O:3][CH:2]([F:19])[F:1])[CH:17]=3)[C:11]([O:13][CH3:14])=[O:12])=[N:30][CH:31]=2)=[O:25])[CH2:23][CH2:22][CH2:21]1.